The task is: Predict the reactants needed to synthesize the given product.. This data is from Full USPTO retrosynthesis dataset with 1.9M reactions from patents (1976-2016). Given the product [CH3:4][C:3]1([CH3:6])[O:5][C:20]([NH2:19])=[N:1][C@@H:2]1[C:7]1[CH:12]=[CH:11][CH:10]=[CH:9][CH:8]=1, predict the reactants needed to synthesize it. The reactants are: [NH2:1][C@H:2]([C:7]1[CH:12]=[CH:11][CH:10]=[CH:9][CH:8]=1)[C:3]([CH3:6])([OH:5])[CH3:4].C([O-])([O-])=O.[K+].[K+].[N:19]#[C:20]Br.